From a dataset of Forward reaction prediction with 1.9M reactions from USPTO patents (1976-2016). Predict the product of the given reaction. (1) The product is: [C:13]1([C@@H:11]([N:9]2[CH:10]=[C:6]([C:4]([OH:5])=[O:3])[CH:7]=[N:8]2)[CH3:12])[CH:18]=[CH:17][CH:16]=[CH:15][CH:14]=1. Given the reactants C([O:3][C:4]([C:6]1[CH:7]=[N:8][N:9]([C@H:11]([C:13]2[CH:18]=[CH:17][CH:16]=[CH:15][CH:14]=2)[CH3:12])[CH:10]=1)=[O:5])C.[OH-].[Li+], predict the reaction product. (2) Given the reactants [C:1]([O:5][C:6]([NH:8][C@H:9]1[CH2:14][CH2:13][C:12]([F:16])([F:15])[CH2:11][C@@H:10]1[C:17](OCC)=[O:18])=[O:7])([CH3:4])([CH3:3])[CH3:2].[H-].[H-].[H-].[H-].[Li+].[Al+3], predict the reaction product. The product is: [F:15][C:12]1([F:16])[CH2:13][CH2:14][C@H:9]([NH:8][C:6](=[O:7])[O:5][C:1]([CH3:4])([CH3:2])[CH3:3])[C@@H:10]([CH2:17][OH:18])[CH2:11]1. (3) Given the reactants [C:1]([OH:8])(=[O:7])[CH2:2][CH2:3][C:4]([OH:6])=[O:5].[F:9][C:10]1[C:11]([CH2:32][NH:33][CH3:34])=[CH:12][N:13]([S:22]([C:25]2[CH:30]=[C:29]([CH3:31])[CH:28]=[CH:27][N:26]=2)(=[O:24])=[O:23])[C:14]=1[C:15]1[C:16]([F:21])=[N:17][CH:18]=[CH:19][CH:20]=1, predict the reaction product. The product is: [C:1]([OH:8])(=[O:7])[CH2:2][CH2:3][C:4]([OH:6])=[O:5].[F:9][C:10]1[C:11]([CH2:32][NH:33][CH3:34])=[CH:12][N:13]([S:22]([C:25]2[CH:30]=[C:29]([CH3:31])[CH:28]=[CH:27][N:26]=2)(=[O:24])=[O:23])[C:14]=1[C:15]1[C:16]([F:21])=[N:17][CH:18]=[CH:19][CH:20]=1. (4) Given the reactants [CH2:1]([O:3][C:4]([C:6]1[CH:7]=[N:8][CH:9]=[C:10]([C:12]([O:14][CH2:15][CH3:16])=[O:13])[CH:11]=1)=[O:5])[CH3:2], predict the reaction product. The product is: [C:4]([OH:5])(=[O:3])[CH3:6].[CH2:15]([O:14][C:12]([CH:10]1[CH2:11][CH:6]([C:4]([O:3][CH2:1][CH3:2])=[O:5])[CH2:7][NH:8][CH2:9]1)=[O:13])[CH3:16]. (5) Given the reactants [C:1]1([S:7]([NH2:10])(=[O:9])=[O:8])[CH:6]=[CH:5][CH:4]=[CH:3][CH:2]=1.Cl.CN(C)CCCN=C=NCC.[CH3:23][O:24][C:25]1[CH:30]=[CH:29][C:28]([C:31]2[C:39]3[C:34](=[CH:35][CH:36]=[CH:37][CH:38]=3)[N:33]([CH2:40][C:41]3[CH:46]=[CH:45][CH:44]=[C:43]([C:47]([F:50])([F:49])[F:48])[CH:42]=3)[C:32]=2[C:51](O)=[O:52])=[CH:27][CH:26]=1, predict the reaction product. The product is: [CH3:23][O:24][C:25]1[CH:30]=[CH:29][C:28]([C:31]2[C:39]3[C:34](=[CH:35][CH:36]=[CH:37][CH:38]=3)[N:33]([CH2:40][C:41]3[CH:46]=[CH:45][CH:44]=[C:43]([C:47]([F:48])([F:49])[F:50])[CH:42]=3)[C:32]=2[C:51]([NH:10][S:7]([C:1]2[CH:6]=[CH:5][CH:4]=[CH:3][CH:2]=2)(=[O:9])=[O:8])=[O:52])=[CH:27][CH:26]=1. (6) Given the reactants [NH2:1][C:2]1[N:6]([C:7]2[CH:12]=[CH:11][C:10]([F:13])=[CH:9][CH:8]=2)[N:5]=[CH:4][C:3]=1[C:14](=[O:27])[C:15]1[CH:20]=[CH:19][CH:18]=[C:17]([O:21][CH2:22][C@@H:23]([OH:26])[CH2:24][OH:25])[CH:16]=1.[CH3:28][C:29]([CH3:31])=O, predict the reaction product. The product is: [NH2:1][C:2]1[N:6]([C:7]2[CH:8]=[CH:9][C:10]([F:13])=[CH:11][CH:12]=2)[N:5]=[CH:4][C:3]=1[C:14](=[O:27])[C:15]1[CH:20]=[CH:19][CH:18]=[C:17]([O:21][CH2:22][C@@H:23]2[O:26][C:29]([CH3:31])([CH3:28])[O:25][CH2:24]2)[CH:16]=1.